Dataset: Peptide-MHC class I binding affinity with 185,985 pairs from IEDB/IMGT. Task: Regression. Given a peptide amino acid sequence and an MHC pseudo amino acid sequence, predict their binding affinity value. This is MHC class I binding data. (1) The binding affinity (normalized) is 0.460. The peptide sequence is HTTERGGRAY. The MHC is HLA-A26:01 with pseudo-sequence HLA-A26:01. (2) The peptide sequence is QYSGFVRTL. The MHC is HLA-A11:01 with pseudo-sequence HLA-A11:01. The binding affinity (normalized) is 0.0847. (3) The peptide sequence is FLKEEGGL. The MHC is HLA-C06:02 with pseudo-sequence HLA-C06:02. The binding affinity (normalized) is 0.